From a dataset of Reaction yield outcomes from USPTO patents with 853,638 reactions. Predict the reaction yield, written as a fraction of the theoretical maximum amount of product (1.0 means a 100% yield; for example, 0.34 means a 34% yield). (1) The reactants are [Cl:1][C:2]1[CH:7]=[C:6]([Cl:8])[CH:5]=[CH:4][C:3]=1[C:9]1[N:10]=[C:11](/[CH:18]=[CH:19]/[C:20]2[CH:25]=[CH:24][C:23]([O:26][CH3:27])=[CH:22][CH:21]=2)[N:12]([CH2:14][C:15]([OH:17])=O)[CH:13]=1.[CH3:28][O:29][C:30]1[CH:31]=[C:32]([CH:36]=[CH:37][C:38]=1[O:39][CH3:40])[CH2:33][CH2:34][NH2:35]. No catalyst specified. The product is [Cl:1][C:2]1[CH:7]=[C:6]([Cl:8])[CH:5]=[CH:4][C:3]=1[C:9]1[N:10]=[C:11](/[CH:18]=[CH:19]/[C:20]2[CH:25]=[CH:24][C:23]([O:26][CH3:27])=[CH:22][CH:21]=2)[N:12]([CH2:14][C:15]([NH:35][CH2:34][CH2:33][C:32]2[CH:36]=[CH:37][C:38]([O:39][CH3:40])=[C:30]([O:29][CH3:28])[CH:31]=2)=[O:17])[CH:13]=1. The yield is 0.840. (2) The reactants are CC([N:5]([CH2:9][C:10]1[C:11](=[O:20])[NH:12][C:13]([CH:17]2[CH2:19][CH2:18]2)=[CH:14][C:15]=1[CH3:16])C(=O)[O-])(C)C.CCOC(C)=O.[ClH:27].O1CCOCC1. The catalyst is CO. The product is [ClH:27].[NH2:5][CH2:9][C:10]1[C:11](=[O:20])[NH:12][C:13]([CH:17]2[CH2:18][CH2:19]2)=[CH:14][C:15]=1[CH3:16]. The yield is 1.00. (3) The reactants are [N:1]1C=CC=CC=1.[Cl:7][C:8](Cl)([O:10]C(=O)OC(Cl)(Cl)Cl)Cl.[CH3:19][C@H:20]1[CH2:25][O:24][CH2:23][CH2:22][NH:21]1. The catalyst is C(Cl)Cl. The product is [CH3:19][C@H:20]1[CH2:25][O:24][CH2:23][CH2:22][NH:21]1.[C:8]([Cl:7])(=[O:10])[NH2:1]. The yield is 0.770. (4) The catalyst is C1COCC1. The reactants are C([O:3][C:4]([C:6]1[C:7]([C:12]2[CH:17]=[CH:16][CH:15]=[C:14]([F:18])[CH:13]=2)=[N:8][O:9][C:10]=1[CH3:11])=O)C.[H-].[Al+3].[Li+].[H-].[H-].[H-].O.[OH-].[Na+]. The yield is 0.750. The product is [F:18][C:14]1[CH:13]=[C:12]([C:7]2[C:6]([CH2:4][OH:3])=[C:10]([CH3:11])[O:9][N:8]=2)[CH:17]=[CH:16][CH:15]=1. (5) The reactants are [Br:1][C:2]1[C:6]2[CH2:7][N:8]([C:11](OC(C)(C)C)=[O:12])[CH2:9][CH2:10][C:5]=2[N:4]([CH2:18][C:19]([F:22])([F:21])[F:20])[N:3]=1.[C:23](O)(C(F)(F)F)=O.CC(OC(C)=O)=O. The catalyst is C(Cl)Cl.CCOC(C)=O. The product is [Br:1][C:2]1[C:6]2[CH2:7][N:8]([C:11](=[O:12])[CH3:23])[CH2:9][CH2:10][C:5]=2[N:4]([CH2:18][C:19]([F:22])([F:21])[F:20])[N:3]=1. The yield is 0.890. (6) The reactants are [CH:1]1([N:6]2[C:14]3[CH:13]=[C:12]([C:15]4[CH:20]=[CH:19][CH:18]=[C:17](CO)[CH:16]=4)[CH:11]=[C:10]([C:23]([NH:25][CH2:26][C:27]4[C:28](=[O:35])[NH:29][C:30](C)=[CH:31][C:32]=4[CH3:33])=[O:24])[C:9]=3[CH:8]=[N:7]2)[CH2:5][CH2:4][CH2:3][CH2:2]1.[C:36]1(P(C2C=CC=CC=2)C2C=CC=CC=2)C=CC=CC=1.[C:55]([Br:59])(Br)(Br)Br.O. The catalyst is C(Cl)Cl. The product is [Br:59][CH2:55][C:17]1[CH:16]=[C:15]([C:12]2[CH:11]=[C:10]([C:23]([NH:25][CH2:26][C:27]3[C:28](=[O:35])[N:29]([CH3:36])[CH:30]=[CH:31][C:32]=3[CH3:33])=[O:24])[C:9]3[CH:8]=[N:7][N:6]([CH:1]4[CH2:5][CH2:4][CH2:3][CH2:2]4)[C:14]=3[CH:13]=2)[CH:20]=[CH:19][CH:18]=1. The yield is 0.741. (7) The product is [C:29]([C:17]1[C:18]([C:20]2[C:28]3[C:23](=[CH:24][CH:25]=[CH:26][CH:27]=3)[NH:22][CH:21]=2)=[N:19][C:14]([NH:13][C@@H:10]2[CH2:11][CH2:12][N:8]([C:6]([C:5]3[CH:4]=[CH:3][C:2]([NH:1][C:46](=[O:47])/[CH:45]=[CH:44]/[CH2:43][N:49]4[CH2:54][CH2:53][O:52][CH2:51][CH2:50]4)=[CH:32][CH:31]=3)=[O:7])[CH2:9]2)=[N:15][CH:16]=1)#[N:30]. The reactants are [NH2:1][C:2]1[CH:32]=[CH:31][C:5]([C:6]([N:8]2[CH2:12][CH2:11][C@@H:10]([NH:13][C:14]3[N:19]=[C:18]([C:20]4[C:28]5[C:23](=[CH:24][CH:25]=[CH:26][CH:27]=5)[NH:22][CH:21]=4)[C:17]([C:29]#[N:30])=[CH:16][N:15]=3)[CH2:9]2)=[O:7])=[CH:4][CH:3]=1.CCN(C(C)C)C(C)C.Br[CH2:43]/[CH:44]=[CH:45]/[C:46](Cl)=[O:47].[NH:49]1[CH2:54][CH2:53][O:52][CH2:51][CH2:50]1. The yield is 0.100. The catalyst is C1COCC1. (8) The reactants are [CH2:1]([O:3][C:4]([C:6]1[C:7]([CH3:19])=[C:8]([CH:15](NC)[CH3:16])[N:9]2[C:14]=1[CH:13]=[CH:12][CH:11]=[N:10]2)=[O:5])[CH3:2].[CH:20](=O)[CH3:21].[C:23]([BH3-])#[N:24].[Na+]. The catalyst is C(O)(=O)C. The product is [CH2:20]([N:24]([CH3:23])[CH:15]([C:8]1[N:9]2[N:10]=[CH:11][CH:12]=[CH:13][C:14]2=[C:6]([C:4]([O:3][CH2:1][CH3:2])=[O:5])[C:7]=1[CH3:19])[CH3:16])[CH3:21]. The yield is 0.450.